This data is from Catalyst prediction with 721,799 reactions and 888 catalyst types from USPTO. The task is: Predict which catalyst facilitates the given reaction. Reactant: C([O:3][C:4](=[O:40])[CH2:5][O:6][C:7]1[CH:8]=[N:9][C:10]([O:13][CH2:14][CH:15]([N:22]2[C:26]3[CH:27]=[C:28]([F:32])[C:29]([F:31])=[CH:30][C:25]=3[N:24]=[C:23]2[C:33]2[CH:38]=[CH:37][C:36]([Cl:39])=[CH:35][CH:34]=2)[CH:16]2[CH2:21][CH2:20][CH2:19][CH2:18][CH2:17]2)=[CH:11][CH:12]=1)C.[OH-].[Na+].Cl. Product: [Cl:39][C:36]1[CH:37]=[CH:38][C:33]([C:23]2[N:22]([CH:15]([CH:16]3[CH2:21][CH2:20][CH2:19][CH2:18][CH2:17]3)[CH2:14][O:13][C:10]3[N:9]=[CH:8][C:7]([O:6][CH2:5][C:4]([OH:40])=[O:3])=[CH:12][CH:11]=3)[C:26]3[CH:27]=[C:28]([F:32])[C:29]([F:31])=[CH:30][C:25]=3[N:24]=2)=[CH:34][CH:35]=1. The catalyst class is: 7.